From a dataset of Forward reaction prediction with 1.9M reactions from USPTO patents (1976-2016). Predict the product of the given reaction. (1) Given the reactants [Cl:1][C:2]1[N:3]=[C:4]2[C:10](=[CH:11][N:12]=1)[N:9]([CH3:13])[C:8](=[O:14])[CH2:7][CH2:6][N:5]2[CH2:15][C:16]#C.BrCC#[N:21].CN(C=O)C, predict the reaction product. The product is: [Cl:1][C:2]1[N:3]=[C:4]2[C:10]([N:9]([CH3:13])[C:8](=[O:14])[CH2:7][CH2:6][N:5]2[CH2:15][C:16]#[N:21])=[CH:11][N:12]=1. (2) Given the reactants [F:1][C:2]1[CH:7]=[CH:6][CH:5]=[CH:4][C:3]=1[CH:8]([NH:18][C:19]([C:21]1[CH:29]=[C:28]2[C:24]([CH:25]=[CH:26][NH:27]2)=[CH:23][CH:22]=1)=[O:20])[CH2:9][O:10][CH2:11][CH:12]1[CH2:17][CH2:16][NH:15][CH2:14][CH2:13]1.[CH3:30][C:31]([CH3:33])=O, predict the reaction product. The product is: [F:1][C:2]1[CH:7]=[CH:6][CH:5]=[CH:4][C:3]=1[CH:8]([NH:18][C:19]([C:21]1[CH:29]=[C:28]2[C:24]([CH:25]=[CH:26][NH:27]2)=[CH:23][CH:22]=1)=[O:20])[CH2:9][O:10][CH2:11][CH:12]1[CH2:17][CH2:16][N:15]([CH:31]([CH3:33])[CH3:30])[CH2:14][CH2:13]1. (3) Given the reactants [CH3:1][O:2][C:3]1[CH:4]=[C:5]2[C:10](=[CH:11][C:12]=1[O:13][CH3:14])[N:9]=[CH:8][CH:7]=[C:6]2[O:15][C:16]1[CH:22]=[CH:21][C:19]([NH2:20])=[C:18]([N+:23]([O-:25])=[O:24])[CH:17]=1.ClC(Cl)(O[C:30](=[O:36])OC(Cl)(Cl)Cl)Cl.[F:38][C:39]1[CH:45]=[C:44]([F:46])[CH:43]=[CH:42][C:40]=1[NH2:41].C(=O)([O-])O.[Na+], predict the reaction product. The product is: [F:38][C:39]1[CH:45]=[C:44]([F:46])[CH:43]=[CH:42][C:40]=1[NH:41][C:30]([NH:20][C:19]1[CH:21]=[CH:22][C:16]([O:15][C:6]2[C:5]3[C:10](=[CH:11][C:12]([O:13][CH3:14])=[C:3]([O:2][CH3:1])[CH:4]=3)[N:9]=[CH:8][CH:7]=2)=[CH:17][C:18]=1[N+:23]([O-:25])=[O:24])=[O:36].